Dataset: Full USPTO retrosynthesis dataset with 1.9M reactions from patents (1976-2016). Task: Predict the reactants needed to synthesize the given product. (1) Given the product [Cl:15][C:16]1[CH:20]=[CH:19][S:18][C:17]=1[C:21]1[O:12][N:11]=[C:9]([C:6]2[CH:5]=[CH:4][C:3]([C:2]([F:1])([F:13])[F:14])=[CH:8][N:7]=2)[N:10]=1, predict the reactants needed to synthesize it. The reactants are: [F:1][C:2]([F:14])([F:13])[C:3]1[CH:4]=[CH:5][C:6]([C:9](=[N:11][OH:12])[NH2:10])=[N:7][CH:8]=1.[Cl:15][C:16]1[CH:20]=[CH:19][S:18][C:17]=1[C:21](Cl)=O. (2) Given the product [CH3:12][C@H:10]([CH2:9][O:8][C:6]1[C:5]([CH:23]2[CH2:32][CH2:31][C:26]3([O:27][CH2:28][CH2:29][O:30]3)[CH2:25][CH2:24]2)=[CH:4][N:3]=[C:2]([CH3:1])[N:7]=1)[CH2:11][C:13]1[CH:22]=[CH:21][C:20]2[C:15](=[CH:16][CH:17]=[CH:18][CH:19]=2)[N:14]=1, predict the reactants needed to synthesize it. The reactants are: [CH3:1][C:2]1[N:7]=[C:6]([O:8][CH2:9][C@H:10]2[CH2:12][C@@H:11]2[C:13]2[CH:22]=[CH:21][C:20]3[C:15](=[CH:16][CH:17]=[CH:18][CH:19]=3)[N:14]=2)[C:5]([C:23]2[CH2:32][CH2:31][C:26]3([O:30][CH2:29][CH2:28][O:27]3)[CH2:25][CH:24]=2)=[CH:4][N:3]=1. (3) The reactants are: [CH2:1]([O:8][N:9]1[CH2:15][CH:14]=[CH:13][CH2:12][C@@H:11]([NH:16][S:17]([C:20]2[CH:25]=[CH:24][C:23](F)=[CH:22][CH:21]=2)(=[O:19])=[O:18])[C:10]1=[O:27])[C:2]1[CH:7]=[CH:6][CH:5]=[CH:4][CH:3]=1.[C:28]1([CH:34]2[CH2:39][CH2:38][NH:37][CH2:36][CH2:35]2)[CH:33]=[CH:32][CH:31]=[CH:30][CH:29]=1. Given the product [CH2:1]([O:8][N:9]1[CH2:15][CH:14]=[CH:13][CH2:12][C@@H:11]([NH:16][S:17]([C:20]2[CH:25]=[CH:24][C:23]([N:37]3[CH2:38][CH2:39][CH:34]([C:28]4[CH:33]=[CH:32][CH:31]=[CH:30][CH:29]=4)[CH2:35][CH2:36]3)=[CH:22][CH:21]=2)(=[O:19])=[O:18])[C:10]1=[O:27])[C:2]1[CH:7]=[CH:6][CH:5]=[CH:4][CH:3]=1, predict the reactants needed to synthesize it. (4) Given the product [OH:14][CH2:15][CH2:16][N:17]1[C:2]2[C:11](=[CH:10][CH:9]=[CH:8][C:3]=2[C:4]([O:6][CH3:7])=[O:5])[CH:12]=[N:18]1, predict the reactants needed to synthesize it. The reactants are: F[C:2]1[C:11]([CH:12]=O)=[CH:10][CH:9]=[CH:8][C:3]=1[C:4]([O:6][CH3:7])=[O:5].[OH:14][CH2:15][CH2:16][NH:17][NH2:18]. (5) Given the product [Cl:13][C:6]1[CH:7]=[C:8]([OH:12])[CH:9]=[C:10]2[C:5]=1[N:4]=[CH:3][C:2]([I:14])=[CH:11]2, predict the reactants needed to synthesize it. The reactants are: Br[C:2]1[CH:3]=[N:4][C:5]2[C:10]([CH:11]=1)=[CH:9][C:8]([OH:12])=[CH:7][C:6]=2[Cl:13].[I-:14].[Na+].N.